This data is from Catalyst prediction with 721,799 reactions and 888 catalyst types from USPTO. The task is: Predict which catalyst facilitates the given reaction. (1) Reactant: [CH3:1][C@H:2]1[CH2:7][O:6][CH2:5][CH2:4][N:3]1[C:8]([C@H:10]1[CH2:15][N:14]([C:16]([O:18][C:19]([CH3:22])([CH3:21])[CH3:20])=[O:17])[CH2:13][CH2:12][N:11]1[C:23]([O:25][C:26]([CH3:29])([CH3:28])[CH3:27])=[O:24])=O.B.C1COCC1.C1COCC1. Product: [CH3:1][C@H:2]1[CH2:7][O:6][CH2:5][CH2:4][N:3]1[CH2:8][C@H:10]1[CH2:15][N:14]([C:16]([O:18][C:19]([CH3:20])([CH3:21])[CH3:22])=[O:17])[CH2:13][CH2:12][N:11]1[C:23]([O:25][C:26]([CH3:27])([CH3:29])[CH3:28])=[O:24]. The catalyst class is: 5. (2) Product: [Cl:30][C:31]1[CH:32]=[N+:33]([O-:56])[CH:34]=[C:35]([Cl:55])[C:36]=1[CH2:37][C@@H:38]([C:40]1[CH:45]=[CH:44][C:43]([O:46][CH:47]([F:49])[F:48])=[C:42]([O:50][CH2:51][CH:52]2[CH2:54][CH2:53]2)[CH:41]=1)[O:24][C:23](=[O:25])[CH2:22][CH2:21][O:20][C:1]([C:8]1[CH:13]=[CH:12][CH:11]=[CH:10][CH:9]=1)([C:14]1[CH:15]=[CH:16][CH:17]=[CH:18][CH:19]=1)[C:2]1[CH:3]=[CH:4][CH:5]=[CH:6][CH:7]=1. Reactant: [C:1]([O:20][CH2:21][CH2:22][C:23]([OH:25])=[O:24])([C:14]1[CH:19]=[CH:18][CH:17]=[CH:16][CH:15]=1)([C:8]1[CH:13]=[CH:12][CH:11]=[CH:10][CH:9]=1)[C:2]1[CH:7]=[CH:6][CH:5]=[CH:4][CH:3]=1.C(Cl)CCl.[Cl:30][C:31]1[CH:32]=[N+:33]([O-:56])[CH:34]=[C:35]([Cl:55])[C:36]=1[CH2:37][C@@H:38]([C:40]1[CH:45]=[CH:44][C:43]([O:46][CH:47]([F:49])[F:48])=[C:42]([O:50][CH2:51][CH:52]2[CH2:54][CH2:53]2)[CH:41]=1)O. The catalyst class is: 64. (3) Reactant: [OH:1][C:2]1[CH:7]=[C:6]([CH3:8])O[C:4](=[O:9])[CH:3]=1.[Cl:10][C:11]1[CH:17]=[CH:16][CH:15]=[CH:14][C:12]=1[NH2:13]. Product: [Cl:10][C:11]1[CH:17]=[CH:16][CH:15]=[CH:14][C:12]=1[N:13]1[C:6]([CH3:8])=[CH:7][C:2]([OH:1])=[CH:3][C:4]1=[O:9]. The catalyst class is: 262. (4) Reactant: C([O:4][CH2:5][C:6]([CH3:45])([CH3:44])[CH2:7][N:8]1[C:14]2[CH:15]=[CH:16][C:17]([Cl:19])=[CH:18][C:13]=2[C@@H:12]([C:20]2[CH:25]=[CH:24][CH:23]=[C:22]([O:26][CH3:27])[C:21]=2[O:28][CH3:29])[O:11][C@H:10]([CH2:30][C:31]([NH:33][C:34]2[S:35][C:36]([C:40]([OH:42])=[O:41])=[C:37]([CH3:39])[N:38]=2)=[O:32])[C:9]1=[O:43])(=O)C.C(=O)([O-])[O-].[K+].[K+].Cl. Product: [Cl:19][C:17]1[CH:16]=[CH:15][C:14]2[N:8]([CH2:7][C:6]([CH3:44])([CH3:45])[CH2:5][OH:4])[C:9](=[O:43])[C@@H:10]([CH2:30][C:31]([NH:33][C:34]3[S:35][C:36]([C:40]([OH:42])=[O:41])=[C:37]([CH3:39])[N:38]=3)=[O:32])[O:11][C@H:12]([C:20]3[CH:25]=[CH:24][CH:23]=[C:22]([O:26][CH3:27])[C:21]=3[O:28][CH3:29])[C:13]=2[CH:18]=1. The catalyst class is: 5. (5) The catalyst class is: 5. Reactant: N.C([O:5][CH2:6][CH2:7][CH2:8][CH2:9][N:10]1[C:15](=[O:16])[CH:14]=[C:13]([NH:17][C:18]2[CH:23]=[CH:22][C:21]([CH3:24])=[C:20]([CH2:25][CH3:26])[CH:19]=2)[NH:12][C:11]1=[O:27])(=O)C. Product: [OH:5][CH2:6][CH2:7][CH2:8][CH2:9][N:10]1[C:15](=[O:16])[CH:14]=[C:13]([NH:17][C:18]2[CH:23]=[CH:22][C:21]([CH3:24])=[C:20]([CH2:25][CH3:26])[CH:19]=2)[NH:12][C:11]1=[O:27]. (6) Reactant: [C:1]([O:5][C:6]([NH:8][C@H:9]([CH2:38][C:39]1[CH:44]=[C:43]([F:45])[C:42]([F:46])=[CH:41][C:40]=1[F:47])[CH2:10][C:11]([N:13]1[CH2:17][CH2:16][S:15][C@H:14]1[C:18]([NH:20][CH2:21][C:22]1[CH:37]=[CH:36][C:25]([O:26][C@@H:27]([CH:33]([CH3:35])[CH3:34])[C:28]([O:30]CC)=[O:29])=[CH:24][CH:23]=1)=[O:19])=[O:12])=[O:7])([CH3:4])([CH3:3])[CH3:2].O[Li].O. Product: [C:1]([O:5][C:6]([NH:8][C@H:9]([CH2:38][C:39]1[CH:44]=[C:43]([F:45])[C:42]([F:46])=[CH:41][C:40]=1[F:47])[CH2:10][C:11]([N:13]1[CH2:17][CH2:16][S:15][C@H:14]1[C:18]([NH:20][CH2:21][C:22]1[CH:23]=[CH:24][C:25]([O:26][C@@H:27]([CH:33]([CH3:34])[CH3:35])[C:28]([OH:30])=[O:29])=[CH:36][CH:37]=1)=[O:19])=[O:12])=[O:7])([CH3:3])([CH3:4])[CH3:2]. The catalyst class is: 87.